Dataset: Catalyst prediction with 721,799 reactions and 888 catalyst types from USPTO. Task: Predict which catalyst facilitates the given reaction. (1) Reactant: [Si]([O:8][CH2:9][C:10]1([C:33]2[CH:38]=[CH:37][CH:36]=[CH:35][CH:34]=2)[CH:14]=[C:13]([C:15]2[CH:20]=[C:19]([F:21])[CH:18]=[CH:17][C:16]=2[F:22])[CH2:12][N:11]1[C:23]([N:25]([CH3:32])[CH:26]1[CH2:31][CH2:30][NH:29][CH2:28][CH2:27]1)=[O:24])(C(C)(C)C)(C)C.CC(O)=O.C(O[C:46]1(O[Si](C)(C)C)[CH2:48][CH2:47]1)C.[BH3-]C#N.[Na+].FC(F)(F)C(O)=O. Product: [CH:46]1([N:29]2[CH2:28][CH2:27][CH:26]([N:25]([CH3:32])[C:23]([N:11]3[CH2:12][C:13]([C:15]4[CH:20]=[C:19]([F:21])[CH:18]=[CH:17][C:16]=4[F:22])=[CH:14][C@@:10]3([CH2:9][OH:8])[C:33]3[CH:38]=[CH:37][CH:36]=[CH:35][CH:34]=3)=[O:24])[CH2:31][CH2:30]2)[CH2:48][CH2:47]1. The catalyst class is: 5. (2) Reactant: [F:1][C:2]([F:45])([F:44])[C:3]1[CH:4]=[C:5]([CH:37]=[C:38]([C:40]([F:43])([F:42])[F:41])[CH:39]=1)[CH2:6][N:7]([CH2:25][C:26]1[NH:27][C:28](=[O:36])[C:29]2[C:34]([CH:35]=1)=[CH:33][CH:32]=[CH:31][CH:30]=2)[C:8]1[N:13]=[CH:12][C:11]([N:14]2[CH2:19][CH2:18][CH:17]([C:20]([O:22][CH2:23][CH3:24])=[O:21])[CH2:16][CH2:15]2)=[CH:10][N:9]=1.[CH:46](O)([CH3:48])[CH3:47].C1(P(C2C=CC=CC=2)C2C=CC=CC=2)C=CC=CC=1.N(C(OCC)=O)=NC(OCC)=O.C1(C)C=CC=CC=1. Product: [F:41][C:40]([F:42])([F:43])[C:38]1[CH:37]=[C:5]([CH:4]=[C:3]([C:2]([F:1])([F:44])[F:45])[CH:39]=1)[CH2:6][N:7]([CH2:25][C:26]1[N:27]=[C:28]([O:36][CH:46]([CH3:48])[CH3:47])[C:29]2[C:34]([CH:35]=1)=[CH:33][CH:32]=[CH:31][CH:30]=2)[C:8]1[N:13]=[CH:12][C:11]([N:14]2[CH2:15][CH2:16][CH:17]([C:20]([O:22][CH2:23][CH3:24])=[O:21])[CH2:18][CH2:19]2)=[CH:10][N:9]=1. The catalyst class is: 7. (3) Reactant: Br[C:2]1[NH:3][CH:4]=[C:5]([CH:7]=[O:8])[CH:6]=1.C([O-])([O-])=O.[Na+].[Na+].[C:15]1(B(O)O)[CH:20]=[CH:19][CH:18]=[CH:17][CH:16]=1.C(Cl)Cl. Product: [C:15]1([C:2]2[NH:3][CH:4]=[C:5]([CH:7]=[O:8])[CH:6]=2)[CH:20]=[CH:19][CH:18]=[CH:17][CH:16]=1. The catalyst class is: 303.